Task: Predict the product of the given reaction.. Dataset: Forward reaction prediction with 1.9M reactions from USPTO patents (1976-2016) (1) Given the reactants [CH2:1]([C@@H:8]1[NH:13][CH2:12][CH2:11][N:10]([CH2:14][C:15]2[CH:20]=[CH:19][C:18](Br)=[CH:17][CH:16]=2)[CH2:9]1)[C:2]1[CH:7]=[CH:6][CH:5]=[CH:4][CH:3]=1.[F:22][C:23]([F:34])([F:33])[C:24]1[CH:29]=[CH:28][CH:27]=[CH:26][C:25]=1B(O)O.C(=O)([O-])[O-].[Na+].[Na+].C1(C)C=CC=CC=1, predict the reaction product. The product is: [CH2:1]([C@@H:8]1[NH:13][CH2:12][CH2:11][N:10]([CH2:14][C:15]2[CH:20]=[CH:19][C:18]([C:25]3[CH:26]=[CH:27][CH:28]=[CH:29][C:24]=3[C:23]([F:34])([F:33])[F:22])=[CH:17][CH:16]=2)[CH2:9]1)[C:2]1[CH:7]=[CH:6][CH:5]=[CH:4][CH:3]=1. (2) Given the reactants [CH2:1]([O:8][NH:9][C:10]([C:12]1[C:13](Cl)=[N:14][C:15]([Cl:19])=[C:16]([F:18])[CH:17]=1)=[O:11])[C:2]1[CH:7]=[CH:6][CH:5]=[CH:4][CH:3]=1.[H-].[Na+].[CH2:23]([N:25]=[C:26]=[O:27])[CH3:24], predict the reaction product. The product is: [CH2:1]([O:8][N:9]1[C:10](=[O:11])[C:12]2[CH:17]=[C:16]([F:18])[C:15]([Cl:19])=[N:14][C:13]=2[N:25]([CH2:23][CH3:24])[C:26]1=[O:27])[C:2]1[CH:7]=[CH:6][CH:5]=[CH:4][CH:3]=1. (3) Given the reactants [CH2:1]([C@H:8]1[CH2:12][O:11][C:10](=[O:13])[N:9]1[C:14](=[O:42])[C@@H:15]([O:32][C:33]1[CH:38]=[CH:37][C:36]([CH:39]([CH3:41])[CH3:40])=[CH:35][CH:34]=1)[C@@H:16]([C:18]1[CH:23]=[CH:22][C:21]([O:24]CC2C=CC=CC=2)=[CH:20][CH:19]=1)[OH:17])[C:2]1[CH:7]=[CH:6][CH:5]=[CH:4][CH:3]=1, predict the reaction product. The product is: [CH2:1]([C@H:8]1[CH2:12][O:11][C:10](=[O:13])[N:9]1[C:14](=[O:42])[C@@H:15]([O:32][C:33]1[CH:38]=[CH:37][C:36]([CH:39]([CH3:40])[CH3:41])=[CH:35][CH:34]=1)[C@H:16]([OH:17])[C:18]1[CH:23]=[CH:22][C:21]([OH:24])=[CH:20][CH:19]=1)[C:2]1[CH:7]=[CH:6][CH:5]=[CH:4][CH:3]=1. (4) The product is: [ClH:1].[NH:15]1[CH2:16][CH:17]([NH:19][C:20]2[CH:29]=[C:28]3[C:23]([CH2:24][CH2:25][C:26]4[N:27]3[CH:30]([CH3:35])[C:31](=[O:34])[NH:32][N:33]=4)=[CH:22][CH:21]=2)[CH2:18]1. Given the reactants [ClH:1].CCOC(C)=O.C(OC([N:15]1[CH2:18][CH:17]([NH:19][C:20]2[CH:29]=[C:28]3[C:23]([CH2:24][CH2:25][C:26]4[N:27]3[CH:30]([CH3:35])[C:31](=[O:34])[NH:32][N:33]=4)=[CH:22][CH:21]=2)[CH2:16]1)=O)(C)(C)C, predict the reaction product. (5) Given the reactants [F:1][C:2]1[CH:10]=[C:9]2[C:5]([CH:6]=[CH:7][NH:8]2)=[C:4]([C:11]2[CH:16]=[C:15]([N:17]3[CH2:22][CH2:21][O:20][CH2:19][CH2:18]3)[N:14]=[C:13](S(C)(=O)=O)[N:12]=2)[CH:3]=1.[NH2:27][CH2:28][C:29]1[CH:30]=[N:31][CH:32]=[CH:33][CH:34]=1.CCN(C(C)C)C(C)C.FC1C=C2C(C=CN2)=C(C2C=C(N3CCOCC3)N=C(NCCC3C=NC=CC=3)N=2)C=1, predict the reaction product. The product is: [F:1][C:2]1[CH:10]=[C:9]2[C:5]([CH:6]=[CH:7][NH:8]2)=[C:4]([C:11]2[CH:16]=[C:15]([N:17]3[CH2:22][CH2:21][O:20][CH2:19][CH2:18]3)[N:14]=[C:13]([NH:27][CH2:28][C:29]3[CH:30]=[N:31][CH:32]=[CH:33][CH:34]=3)[N:12]=2)[CH:3]=1. (6) Given the reactants Cl.[Br:2][C:3]1[CH:4]=[C:5]2[C:10](=[CH:11][CH:12]=1)[CH2:9][NH:8][CH2:7][CH2:6]2.[C:13](O)(=[O:16])[CH2:14][OH:15].O.ON1C2C=CC=CC=2N=N1.Cl.C(N=C=N)C.CN1CCOCC1.Cl, predict the reaction product. The product is: [Br:2][C:3]1[CH:4]=[C:5]2[C:10](=[CH:11][CH:12]=1)[CH2:9][N:8]([C:14](=[O:15])[CH2:13][OH:16])[CH2:7][CH2:6]2. (7) Given the reactants C(O[C:6]([N:8]1[CH2:12][C:11](=[N:13][O:14][CH3:15])[CH2:10][C@H:9]1[C:16]([OH:18])=O)=[O:7])(C)(C)C.[C:19]1([CH:25]([C:29]2[CH:34]=[CH:33][CH:32]=[CH:31][CH:30]=2)C(Cl)=O)[CH:24]=[CH:23][CH:22]=[CH:21][CH:20]=1.[CH3:35][O:36][C:37]1[CH:38]=[C:39]([CH:42]=[CH:43][C:44]=1[O:45][CH3:46])[CH2:40][NH2:41], predict the reaction product. The product is: [CH3:35][O:36][C:37]1[CH:38]=[C:39]([CH:42]=[CH:43][C:44]=1[O:45][CH3:46])[CH2:40][NH:41][C:16]([C@@H:9]1[CH2:10]/[C:11](=[N:13]/[O:14][CH3:15])/[CH2:12][N:8]1[C:6](=[O:7])[CH:25]([C:19]1[CH:20]=[CH:21][CH:22]=[CH:23][CH:24]=1)[C:29]1[CH:30]=[CH:31][CH:32]=[CH:33][CH:34]=1)=[O:18]. (8) Given the reactants [C:1]([O:5][CH2:6][CH:7]1[CH2:12][CH2:11][CH:10]([C:13]2[CH:18]=[CH:17][C:16]([O:19][Si](C(C)(C)C)(C)C)=[CH:15][C:14]=2[O:27][Si](C(C)(C)C)(C)C)[CH2:9][CH2:8]1)(=[O:4])[CH2:2][CH3:3].[F-], predict the reaction product. The product is: [C:1]([O:5][CH2:6][CH:7]1[CH2:8][CH2:9][CH:10]([C:13]2[CH:18]=[CH:17][C:16]([OH:19])=[CH:15][C:14]=2[OH:27])[CH2:11][CH2:12]1)(=[O:4])[CH2:2][CH3:3].